The task is: Predict the reaction yield, written as a fraction of the theoretical maximum amount of product (1.0 means a 100% yield; for example, 0.34 means a 34% yield).. This data is from Reaction yield outcomes from USPTO patents with 853,638 reactions. The reactants are [C:1]([C:3]1[CH:4]=[C:5]([CH3:10])[C:6](F)=[N:7][CH:8]=1)#[N:2].[CH3:11][CH:12]1[CH2:17][CH2:16][CH2:15][CH2:14][NH:13]1. No catalyst specified. The product is [CH3:10][C:5]1[C:6]([N:13]2[CH2:14][CH2:15][CH2:16][CH2:17][CH:12]2[CH3:11])=[N:7][CH:8]=[C:3]([CH:4]=1)[C:1]#[N:2]. The yield is 0.930.